Dataset: NCI-60 drug combinations with 297,098 pairs across 59 cell lines. Task: Regression. Given two drug SMILES strings and cell line genomic features, predict the synergy score measuring deviation from expected non-interaction effect. (1) Drug 1: C1=C(C(=O)NC(=O)N1)F. Drug 2: C1=CN(C=N1)CC(O)(P(=O)(O)O)P(=O)(O)O. Cell line: K-562. Synergy scores: CSS=35.5, Synergy_ZIP=-12.1, Synergy_Bliss=-15.8, Synergy_Loewe=-17.1, Synergy_HSA=-14.6. (2) Drug 1: C1=CC(=CC=C1CCC2=CNC3=C2C(=O)NC(=N3)N)C(=O)NC(CCC(=O)O)C(=O)O. Drug 2: C1C(C(OC1N2C=NC(=NC2=O)N)CO)O. Cell line: TK-10. Synergy scores: CSS=39.8, Synergy_ZIP=-1.78, Synergy_Bliss=-4.72, Synergy_Loewe=-14.6, Synergy_HSA=-3.84. (3) Drug 1: CN(C)C1=NC(=NC(=N1)N(C)C)N(C)C. Drug 2: C1CNP(=O)(OC1)N(CCCl)CCCl. Cell line: CAKI-1. Synergy scores: CSS=1.70, Synergy_ZIP=5.33, Synergy_Bliss=5.73, Synergy_Loewe=1.17, Synergy_HSA=0.485. (4) Drug 1: CN(C)C1=NC(=NC(=N1)N(C)C)N(C)C. Drug 2: CN(C(=O)NC(C=O)C(C(C(CO)O)O)O)N=O. Cell line: SNB-75. Synergy scores: CSS=1.38, Synergy_ZIP=0.529, Synergy_Bliss=0.915, Synergy_Loewe=-1.33, Synergy_HSA=-0.760. (5) Drug 1: C1=CC(=C2C(=C1NCCNCCO)C(=O)C3=C(C=CC(=C3C2=O)O)O)NCCNCCO. Drug 2: CC12CCC3C(C1CCC2OP(=O)(O)O)CCC4=C3C=CC(=C4)OC(=O)N(CCCl)CCCl.[Na+]. Cell line: NCI-H522. Synergy scores: CSS=50.6, Synergy_ZIP=-7.96, Synergy_Bliss=-10.9, Synergy_Loewe=-31.8, Synergy_HSA=-7.51. (6) Drug 1: C1=CC(=CC=C1CCC2=CNC3=C2C(=O)NC(=N3)N)C(=O)NC(CCC(=O)O)C(=O)O. Cell line: OVCAR-4. Synergy scores: CSS=26.3, Synergy_ZIP=0.832, Synergy_Bliss=-1.31, Synergy_Loewe=-14.2, Synergy_HSA=-2.77. Drug 2: C(CCl)NC(=O)N(CCCl)N=O.